Dataset: CYP2D6 inhibition data for predicting drug metabolism from PubChem BioAssay. Task: Regression/Classification. Given a drug SMILES string, predict its absorption, distribution, metabolism, or excretion properties. Task type varies by dataset: regression for continuous measurements (e.g., permeability, clearance, half-life) or binary classification for categorical outcomes (e.g., BBB penetration, CYP inhibition). Dataset: cyp2d6_veith. (1) The compound is Cc1ccc(-c2nc3ccccc3s2)cc1NC(=O)c1cc(-n2cnnc2)ccc1Cl. The result is 0 (non-inhibitor). (2) The compound is O=P(O)(COc1ccccc1)COc1ccccc1. The result is 0 (non-inhibitor). (3) The drug is CN1CCN(NC(=O)CN2C(=O)/C(=C/c3c(Cl)cccc3Cl)SC2=S)CC1. The result is 0 (non-inhibitor). (4) The drug is COCC(=O)N1CCC2(CCCN(Cc3ccccc3OC)C2)CC1. The result is 0 (non-inhibitor). (5) The molecule is CC[N+](CC)(CC)CC[C@](O)(c1ccccc1)C1CCCCC1. The result is 1 (inhibitor).